Dataset: Full USPTO retrosynthesis dataset with 1.9M reactions from patents (1976-2016). Task: Predict the reactants needed to synthesize the given product. (1) Given the product [CH:17]1([CH2:23][C:24]([NH:16][C:2]2[CH:3]=[CH:4][C:5]3[O:6][C:7]4[CH2:15][CH2:14][CH2:13][CH2:12][CH2:11][CH2:10][C:8]=4[C:9]=3[CH:1]=2)=[O:25])[CH2:22][CH2:21][CH2:20][CH2:19][CH2:18]1, predict the reactants needed to synthesize it. The reactants are: [CH:1]1[C:9]2[C:8]3[CH2:10][CH2:11][CH2:12][CH2:13][CH2:14][CH2:15][C:7]=3[O:6][C:5]=2[CH:4]=[CH:3][C:2]=1[NH2:16].[CH:17]1([CH2:23][C:24](Cl)=[O:25])[CH2:22][CH2:21][CH2:20][CH2:19][CH2:18]1. (2) Given the product [NH2:9][CH2:8][C@@H:3]1[C@H:2]([CH3:1])[CH2:7][CH2:6][CH2:5][N:4]1[C:32]([O:31][CH2:28][CH:29]=[CH2:30])=[O:33], predict the reactants needed to synthesize it. The reactants are: [CH3:1][C@@H:2]1[CH2:7][CH2:6][CH2:5][NH:4][C@@H:3]1[CH2:8][N:9]1C(=O)C2C(=CC=CC=2)C1=O.C(N(CC)C(C)C)C.[CH2:28]([O:31][C:32](Cl)=[O:33])[CH:29]=[CH2:30]. (3) Given the product [CH3:1][S:2][C:3]1[CH:11]=[C:10]([N+:12]([O-:14])=[O:13])[CH:9]=[CH:8][C:4]=1[CH2:5][C:20]([OH:19])=[O:15], predict the reactants needed to synthesize it. The reactants are: [CH3:1][S:2][C:3]1[CH:11]=[C:10]([N+:12]([O-:14])=[O:13])[CH:9]=[CH:8][C:4]=1[C:5](O)=O.[OH2:15].C1[CH2:20][O:19]CC1. (4) The reactants are: [NH:1]([C:15]([O:17][C:18]([CH3:21])([CH3:20])[CH3:19])=[O:16])[C@H:2]([C:11]([O:13][CH3:14])=[O:12])[CH2:3][C:4]1[CH:9]=[CH:8][C:7]([OH:10])=[CH:6][CH:5]=1.CN1CCOCC1.[S:29](O[S:29]([C:32]([F:35])([F:34])[F:33])(=[O:31])=[O:30])([C:32]([F:35])([F:34])[F:33])(=[O:31])=[O:30]. Given the product [C:18]([O:17][C:15]([NH:1][C@@H:2]([CH2:3][C:4]1[CH:5]=[CH:6][C:7]([O:10][S:29]([C:32]([F:35])([F:34])[F:33])(=[O:31])=[O:30])=[CH:8][CH:9]=1)[C:11]([O:13][CH3:14])=[O:12])=[O:16])([CH3:21])([CH3:20])[CH3:19], predict the reactants needed to synthesize it. (5) The reactants are: [CH3:1][O-:2].[Na+].Cl[C:5]1[C:6]2[N:18]=[C:17]([C:19]3[CH:24]=[CH:23][C:22]([F:25])=[CH:21][CH:20]=3)[CH:16]=[CH:15][C:7]=2[N:8]=[C:9]([NH:11]C(=O)C)[N:10]=1. Given the product [F:25][C:22]1[CH:21]=[CH:20][C:19]([C:17]2[CH:16]=[CH:15][C:7]3[N:8]=[C:9]([NH2:11])[N:10]=[C:5]([O:2][CH3:1])[C:6]=3[N:18]=2)=[CH:24][CH:23]=1, predict the reactants needed to synthesize it. (6) Given the product [Cl:3][CH2:21][C:20]1[CH:23]=[CH:24][CH:25]=[CH:26][C:19]=1[O:18][CH2:17][C:7]1[N:8]=[C:9]([C:11]2[CH:16]=[CH:15][CH:14]=[CH:13][CH:12]=2)[O:10][C:6]=1[CH3:5], predict the reactants needed to synthesize it. The reactants are: S(Cl)([Cl:3])=O.[CH3:5][C:6]1[O:10][C:9]([C:11]2[CH:16]=[CH:15][CH:14]=[CH:13][CH:12]=2)=[N:8][C:7]=1[CH2:17][O:18][C:19]1[CH:26]=[CH:25][CH:24]=[CH:23][C:20]=1[CH2:21]O.